From a dataset of Merck oncology drug combination screen with 23,052 pairs across 39 cell lines. Regression. Given two drug SMILES strings and cell line genomic features, predict the synergy score measuring deviation from expected non-interaction effect. (1) Drug 1: O=c1[nH]cc(F)c(=O)[nH]1. Drug 2: N#Cc1ccc(Cn2cncc2CN2CCN(c3cccc(Cl)c3)C(=O)C2)cc1. Cell line: COLO320DM. Synergy scores: synergy=17.8. (2) Drug 1: N.N.O=C(O)C1(C(=O)O)CCC1.[Pt]. Drug 2: NC1(c2ccc(-c3nc4ccn5c(=O)[nH]nc5c4cc3-c3ccccc3)cc2)CCC1. Cell line: SW620. Synergy scores: synergy=22.0. (3) Drug 1: COC1CC2CCC(C)C(O)(O2)C(=O)C(=O)N2CCCCC2C(=O)OC(C(C)CC2CCC(OP(C)(C)=O)C(OC)C2)CC(=O)C(C)C=C(C)C(O)C(OC)C(=O)C(C)CC(C)C=CC=CC=C1C. Drug 2: NC1CCCCC1N.O=C(O)C(=O)O.[Pt+2]. Cell line: OVCAR3. Synergy scores: synergy=15.1. (4) Drug 1: NC1(c2ccc(-c3nc4ccn5c(=O)[nH]nc5c4cc3-c3ccccc3)cc2)CCC1. Drug 2: CNC(=O)c1cc(Oc2ccc(NC(=O)Nc3ccc(Cl)c(C(F)(F)F)c3)cc2)ccn1. Cell line: A2058. Synergy scores: synergy=15.8.